Dataset: Catalyst prediction with 721,799 reactions and 888 catalyst types from USPTO. Task: Predict which catalyst facilitates the given reaction. Reactant: [Cl:1][C:2]1[CH:7]=[CH:6][CH:5]=[C:4]([Cl:8])[C:3]=1[C:9]1[C:13]([CH2:14][O:15][C:16]2[CH:21]=[CH:20][C:19]([C:22]3[CH:34]=[CH:33][C:25]4[C:26]([C:29]([O:31]C)=[O:30])=[CH:27][S:28][C:24]=4[CH:23]=3)=[CH:18][CH:17]=2)=[C:12]([CH:35]([CH3:37])[CH3:36])[O:11][N:10]=1.[OH-].[Li+].CO. Product: [Cl:8][C:4]1[CH:5]=[CH:6][CH:7]=[C:2]([Cl:1])[C:3]=1[C:9]1[C:13]([CH2:14][O:15][C:16]2[CH:21]=[CH:20][C:19]([C:22]3[CH:34]=[CH:33][C:25]4[C:26]([C:29]([OH:31])=[O:30])=[CH:27][S:28][C:24]=4[CH:23]=3)=[CH:18][CH:17]=2)=[C:12]([CH:35]([CH3:37])[CH3:36])[O:11][N:10]=1. The catalyst class is: 346.